Dataset: Full USPTO retrosynthesis dataset with 1.9M reactions from patents (1976-2016). Task: Predict the reactants needed to synthesize the given product. (1) Given the product [C:1]([O:5][C:6]([N:8]1[CH2:9][CH2:10][N:11]([C:14]2[N:19]=[C:18]([C:20]3[CH:25]=[CH:24][N:23]=[C:22]([Cl:26])[CH:21]=3)[C:17]([Br:27])=[CH:16][CH:15]=2)[CH2:12][CH2:13]1)=[O:7])([CH3:4])([CH3:2])[CH3:3], predict the reactants needed to synthesize it. The reactants are: [C:1]([O:5][C:6]([N:8]1[CH2:13][CH2:12][N:11]([C:14]2[N:19]=[C:18]([C:20]3[CH:25]=[CH:24][N:23]=[C:22]([Cl:26])[CH:21]=3)[CH:17]=[CH:16][CH:15]=2)[CH2:10][CH2:9]1)=[O:7])([CH3:4])([CH3:3])[CH3:2].[Br:27]Br. (2) The reactants are: [O:1]([CH:8]1[CH2:12][CH2:11][O:10][C:9]1=[O:13])[C:2]1[CH:7]=[CH:6][CH:5]=[CH:4][CH:3]=1.[Li+].[OH-:15].Cl. Given the product [OH:10][CH2:11][CH2:12][CH:8]([O:1][C:2]1[CH:7]=[CH:6][CH:5]=[CH:4][CH:3]=1)[C:9]([OH:13])=[O:15], predict the reactants needed to synthesize it. (3) Given the product [CH:42]([N:45]([CH:49]([CH3:51])[CH3:50])[CH2:46][CH2:47][NH:48][C:34]([NH:20][C:19]1[CH:21]=[CH:22][C:16]([O:15][C:6]2[C:5]3[C:10](=[CH:11][C:12]([O:13][CH3:14])=[C:3]([O:2][CH3:1])[CH:4]=3)[N:9]=[CH:8][N:7]=2)=[CH:17][CH:18]=1)=[O:40])([CH3:44])[CH3:43], predict the reactants needed to synthesize it. The reactants are: [CH3:1][O:2][C:3]1[CH:4]=[C:5]2[C:10](=[CH:11][C:12]=1[O:13][CH3:14])[N:9]=[CH:8][N:7]=[C:6]2[O:15][C:16]1[CH:22]=[CH:21][C:19]([NH2:20])=[CH:18][CH:17]=1.C(N(CC)CC)C.ClC(Cl)(O[C:34](=[O:40])OC(Cl)(Cl)Cl)Cl.[CH:42]([N:45]([CH:49]([CH3:51])[CH3:50])[CH2:46][CH2:47][NH2:48])([CH3:44])[CH3:43]. (4) Given the product [CH3:26][N:12]([C@H:7]1[CH2:6][CH2:5][C:4]2[C:9](=[CH:10][CH:11]=[C:2]([CH:27]=[CH2:28])[CH:3]=2)[CH2:8]1)[C:13]([C:15]1[CH:20]=[CH:19][C:18]([O:21][CH2:22][CH:23]2[CH2:25][CH2:24]2)=[CH:17][N:16]=1)=[O:14], predict the reactants needed to synthesize it. The reactants are: Br[C:2]1[CH:3]=[C:4]2[C:9](=[CH:10][CH:11]=1)[CH2:8][C@@H:7]([N:12]([CH3:26])[C:13]([C:15]1[CH:20]=[CH:19][C:18]([O:21][CH2:22][CH:23]3[CH2:25][CH2:24]3)=[CH:17][N:16]=1)=[O:14])[CH2:6][CH2:5]2.[CH2:27](C([Sn])=C(CCCC)CCCC)[CH2:28]CC.C1(P(C2C=CC=CC=2)C2C=CC=CC=2)C=CC=CC=1.C(N(C(C)C)CC)(C)C. (5) Given the product [NH2:42][C:28]1[N:29]=[C:30]([C:32]2[CH:41]=[C:40]3[C:35]([CH2:36][CH2:37][N:38]([C:14]([NH:13][C:10]4[CH:9]=[CH:8][C:7]([C:1]5[CH:2]=[CH:3][CH:4]=[CH:5][CH:6]=5)=[CH:12][N:11]=4)=[O:15])[CH2:39]3)=[CH:34][CH:33]=2)[CH:31]=[C:26]([N:23]2[CH2:22][CH2:21][N:20]([CH3:19])[CH2:25][CH2:24]2)[N:27]=1, predict the reactants needed to synthesize it. The reactants are: [C:1]1([C:7]2[CH:8]=[CH:9][C:10]([NH2:13])=[N:11][CH:12]=2)[CH:6]=[CH:5][CH:4]=[CH:3][CH:2]=1.[C:14](Cl)(Cl)=[O:15].Cl.[CH3:19][N:20]1[CH2:25][CH2:24][N:23]([C:26]2[CH:31]=[C:30]([C:32]3[CH:41]=[C:40]4[C:35]([CH2:36][CH2:37][NH:38][CH2:39]4)=[CH:34][CH:33]=3)[N:29]=[C:28]([NH2:42])[N:27]=2)[CH2:22][CH2:21]1. (6) Given the product [F:24][C:25]1[CH:30]=[CH:29][CH:28]=[CH:27][C:26]=1[N:31]1[CH2:36][CH2:35][N:34]([CH2:17][CH2:16][CH2:15][C:14]2[N:10]([C:7]3[CH:8]=[CH:9][C:4]([O:3][C:2]([F:23])([F:22])[F:1])=[CH:5][CH:6]=3)[N:11]=[C:12]([CH2:19][CH2:20][CH3:21])[CH:13]=2)[CH2:33][CH2:32]1, predict the reactants needed to synthesize it. The reactants are: [F:1][C:2]([F:23])([F:22])[O:3][C:4]1[CH:9]=[CH:8][C:7]([N:10]2[C:14]([CH2:15][CH2:16][CH:17]=O)=[CH:13][C:12]([CH2:19][CH2:20][CH3:21])=[N:11]2)=[CH:6][CH:5]=1.[F:24][C:25]1[CH:30]=[CH:29][CH:28]=[CH:27][C:26]=1[N:31]1[CH2:36][CH2:35][NH:34][CH2:33][CH2:32]1.[BH-](OC(C)=O)(OC(C)=O)OC(C)=O.[Na+].